Dataset: CYP3A4 inhibition data for predicting drug metabolism from PubChem BioAssay. Task: Regression/Classification. Given a drug SMILES string, predict its absorption, distribution, metabolism, or excretion properties. Task type varies by dataset: regression for continuous measurements (e.g., permeability, clearance, half-life) or binary classification for categorical outcomes (e.g., BBB penetration, CYP inhibition). Dataset: cyp3a4_veith. The drug is COc1ccccc1CC(=N)N1C[C@@H]2C(=O)CCC(c3ccccc3)(c3ccccc3)[C@@H]2C1. The result is 1 (inhibitor).